Task: Regression. Given a peptide amino acid sequence and an MHC pseudo amino acid sequence, predict their binding affinity value. This is MHC class I binding data.. Dataset: Peptide-MHC class I binding affinity with 185,985 pairs from IEDB/IMGT (1) The peptide sequence is IAHVRDVVM. The MHC is HLA-A02:16 with pseudo-sequence HLA-A02:16. The binding affinity (normalized) is 0.0847. (2) The peptide sequence is ASCDAIMTR. The MHC is HLA-A11:01 with pseudo-sequence HLA-A11:01. The binding affinity (normalized) is 0.596. (3) The peptide sequence is LVFTRAICK. The MHC is HLA-A02:01 with pseudo-sequence HLA-A02:01. The binding affinity (normalized) is 0.0847. (4) The peptide sequence is HQFTSNPEV. The MHC is HLA-A02:01 with pseudo-sequence HLA-A02:01. The binding affinity (normalized) is 0.872. (5) The peptide sequence is DHTLMSIVSS. The MHC is H-2-Db with pseudo-sequence H-2-Db. The binding affinity (normalized) is 0. (6) The peptide sequence is LILGLVLALV. The MHC is H-2-Db with pseudo-sequence H-2-Db. The binding affinity (normalized) is 0.0815. (7) The peptide sequence is MEAQFLYLYA. The MHC is HLA-B44:03 with pseudo-sequence HLA-B44:03. The binding affinity (normalized) is 0.806.